From a dataset of Full USPTO retrosynthesis dataset with 1.9M reactions from patents (1976-2016). Predict the reactants needed to synthesize the given product. (1) Given the product [F:30][C:8]1[CH:7]=[C:6](/[CH:31]=[CH:32]/[C:33]([OH:35])=[O:34])[CH:5]=[C:4]([F:3])[C:9]=1[CH:10]1[C:15]2[NH:16][C:17]3[C:22]([C:14]=2[CH2:13][C:12]([CH3:24])([CH3:23])[N:11]1[CH2:25][C:26]([F:29])([CH3:27])[CH3:28])=[CH:21][CH:20]=[CH:19][CH:18]=3, predict the reactants needed to synthesize it. The reactants are: [OH-].[Na+].[F:3][C:4]1[CH:5]=[C:6](/[CH:31]=[CH:32]/[C:33]([O:35]C)=[O:34])[CH:7]=[C:8]([F:30])[C:9]=1[CH:10]1[C:15]2[NH:16][C:17]3[C:22]([C:14]=2[CH2:13][C:12]([CH3:24])([CH3:23])[N:11]1[CH2:25][C:26]([F:29])([CH3:28])[CH3:27])=[CH:21][CH:20]=[CH:19][CH:18]=3.CO.Cl. (2) Given the product [CH2:1]([O:3][C:4]([C:6]1[CH:10]=[C:9]([CH:11]2[CH2:16][CH2:15][CH2:14][CH2:13][CH2:12]2)[S:8][CH:7]=1)=[O:5])[CH3:2], predict the reactants needed to synthesize it. The reactants are: [CH2:1]([O:3][C:4]([C:6]1[CH:10]=[C:9]([CH:11]2[CH2:16][CH2:15][CH2:14][CH2:13][CH2:12]2)[S:8][C:7]=1N)=[O:5])[CH3:2].N(OC(C)(C)C)=O.[Cl-].[NH4+]. (3) Given the product [N+:1]([C:4]1[CH:5]=[C:6]([N:10]2[C:11]3[C:12](=[CH:15][CH:16]=[CH:17][N:18]=3)[CH:13]=[C:30]([CH2:29][CH2:28][CH2:27][CH2:26][CH2:25][C:22]3[CH:21]=[CH:20][N:19]=[CH:24][CH:23]=3)[C:31]2=[O:32])[CH:7]=[CH:8][CH:9]=1)([O-:3])=[O:2], predict the reactants needed to synthesize it. The reactants are: [N+:1]([C:4]1[CH:5]=[C:6]([NH:10][C:11]2[N:18]=[CH:17][CH:16]=[CH:15][C:12]=2[CH:13]=O)[CH:7]=[CH:8][CH:9]=1)([O-:3])=[O:2].[N:19]1[CH:24]=[CH:23][C:22]([CH2:25][CH2:26][CH2:27][CH2:28][CH2:29][CH2:30][C:31](OC)=[O:32])=[CH:21][CH:20]=1.[Li+].CC([N-]C(C)C)C. (4) Given the product [O:30]=[C:22]1[C:21]2=[CH:31][CH:32]=[CH:33][N:20]2[N:19]=[C:18]([C@@H:17]([NH:34][C:35](=[O:41])[O:36][C:37]([CH3:40])([CH3:38])[CH3:39])[CH2:16][CH2:15][O:7][C:1]2[CH:6]=[CH:5][CH:4]=[CH:3][CH:2]=2)[N:23]1[C:24]1[CH:25]=[CH:26][CH:27]=[CH:28][CH:29]=1, predict the reactants needed to synthesize it. The reactants are: [C:1]1([OH:7])[CH:6]=[CH:5][CH:4]=[CH:3][CH:2]=1.C(=O)([O-])[O-].[K+].[K+].Br[CH2:15][CH2:16][C@H:17]([NH:34][C:35](=[O:41])[O:36][C:37]([CH3:40])([CH3:39])[CH3:38])[C:18]1[N:23]([C:24]2[CH:29]=[CH:28][CH:27]=[CH:26][CH:25]=2)[C:22](=[O:30])[C:21]2=[CH:31][CH:32]=[CH:33][N:20]2[N:19]=1.[I-].[K+].C(=O)(O)[O-].[Na+]. (5) Given the product [F:29][C:30]([F:43])([F:42])[S:31]([O:21][C:9]1[N:8]=[C:7]2[N:3]([CH2:1][CH3:2])[N:4]=[CH:5][C:6]2=[C:11]([C:12]2[CH:13]=[N:14][CH:15]=[C:16]([CH3:18])[CH:17]=2)[C:10]=1[C:19]#[N:20])(=[O:33])=[O:32], predict the reactants needed to synthesize it. The reactants are: [CH2:1]([N:3]1[C:7]2=[N:8][C:9]([OH:21])=[C:10]([C:19]#[N:20])[C:11]([C:12]3[CH:13]=[N:14][CH:15]=[C:16]([CH3:18])[CH:17]=3)=[C:6]2[CH:5]=[N:4]1)[CH3:2].CCN(CC)CC.[F:29][C:30]([F:43])([F:42])[S:31](O[S:31]([C:30]([F:43])([F:42])[F:29])(=[O:33])=[O:32])(=[O:33])=[O:32]. (6) The reactants are: [H-].[Na+].[C:3]1([C:9]2[C:10]3[C:19]([N:20]=[CH:21][CH:22]=2)=[C:18]2[C:13]([C:14]([C:23]4[CH:28]=[CH:27][C:26]([CH2:29][CH2:30][CH2:31][CH2:32][CH2:33][CH2:34][OH:35])=[CH:25][CH:24]=4)=[CH:15][CH:16]=[N:17]2)=[CH:12][CH:11]=3)[CH:8]=[CH:7][CH:6]=[CH:5][CH:4]=1.[CH2:36](Br)[CH:37]=[CH2:38].O. Given the product [CH2:38]([O:35][CH2:34][CH2:33][CH2:32][CH2:31][CH2:30][CH2:29][C:26]1[CH:25]=[CH:24][C:23]([C:14]2[C:13]3[C:18](=[C:19]4[C:10](=[CH:11][CH:12]=3)[C:9]([C:3]3[CH:4]=[CH:5][CH:6]=[CH:7][CH:8]=3)=[CH:22][CH:21]=[N:20]4)[N:17]=[CH:16][CH:15]=2)=[CH:28][CH:27]=1)[CH:37]=[CH2:36], predict the reactants needed to synthesize it. (7) Given the product [Br:17][C:3]1[CH:2]=[CH:7][C:6]([CH2:8][C:9]#[N:10])=[C:5]([O:11][CH3:12])[CH:4]=1, predict the reactants needed to synthesize it. The reactants are: Br[C:2]1[CH:3]=[CH:4][C:5]([O:11][CH:12](C)C)=[C:6]([CH2:8][C:9]#[N:10])[CH:7]=1.IC.[Br:17]C1C=CC(C)=C(O)C=1.